This data is from Full USPTO retrosynthesis dataset with 1.9M reactions from patents (1976-2016). The task is: Predict the reactants needed to synthesize the given product. (1) Given the product [F:37][C:38]1[CH:43]=[C:42]([F:44])[CH:41]=[CH:40][C:39]=1[C:33]1[CH:32]=[CH:31][C:30]([OH:35])=[C:29]([C:28]([NH:27][CH2:26][CH2:25][NH:24][C:1](=[O:23])[CH2:2][CH2:3][CH2:4]/[CH:5]=[CH:6]\[CH2:7]/[CH:8]=[CH:9]\[CH2:10]/[CH:11]=[CH:12]\[CH2:13]/[CH:14]=[CH:15]\[CH2:16]/[CH:17]=[CH:18]\[CH2:19][CH3:20])=[O:36])[CH:34]=1, predict the reactants needed to synthesize it. The reactants are: [C:1]([NH:24][CH2:25][CH2:26][NH:27][C:28](=[O:36])[C:29]1[CH:34]=[CH:33][CH:32]=[CH:31][C:30]=1[OH:35])(=[O:23])[CH2:2][CH2:3]/[CH:4]=[CH:5]\[CH2:6]/[CH:7]=[CH:8]\[CH2:9]/[CH:10]=[CH:11]\[CH2:12]/[CH:13]=[CH:14]\[CH2:15]/[CH:16]=[CH:17]\[CH2:18]/[CH:19]=[CH:20]\CC.[F:37][C:38]1[CH:43]=[C:42]([F:44])[CH:41]=[CH:40][C:39]=1C1C=CC(O)=C(C(O)=O)C=1. (2) Given the product [CH3:1][O:2][CH2:3][O:4][C:5]1[CH:10]=[CH:9][C:8]([C:22]2[C:26]3[CH:27]=[C:28]([CH2:31][OH:32])[CH:29]=[CH:30][C:25]=3[S:24][CH:23]=2)=[C:7]([CH3:20])[CH:6]=1, predict the reactants needed to synthesize it. The reactants are: [CH3:1][O:2][CH2:3][O:4][C:5]1[CH:10]=[CH:9][C:8](B2OC(C)(C)C(C)(C)O2)=[C:7]([CH3:20])[CH:6]=1.Br[C:22]1[C:26]2[CH:27]=[C:28]([CH2:31][OH:32])[CH:29]=[CH:30][C:25]=2[S:24][CH:23]=1.